From a dataset of Full USPTO retrosynthesis dataset with 1.9M reactions from patents (1976-2016). Predict the reactants needed to synthesize the given product. Given the product [CH2:1]([O:3][C:4]([N:6]1[CH2:11][CH2:10][N:9]([C:12]([CH:14]([NH:21][C:22]([C:24]2[CH:33]=[C:32]([N:38]3[CH2:40][CH2:41][CH:36]([OH:35])[CH2:37]3)[C:31]3[C:26](=[CH:27][CH:28]=[CH:29][CH:30]=3)[N:25]=2)=[O:23])[CH2:15][CH2:16][C:17]([OH:19])=[O:18])=[O:13])[CH2:8][CH2:7]1)=[O:5])[CH3:2], predict the reactants needed to synthesize it. The reactants are: [CH2:1]([O:3][C:4]([N:6]1[CH2:11][CH2:10][N:9]([C:12]([CH:14]([NH:21][C:22]([C:24]2[CH:33]=[C:32](Cl)[C:31]3[C:26](=[CH:27][CH:28]=[CH:29][CH:30]=3)[N:25]=2)=[O:23])[CH2:15][CH2:16][C:17]([O:19]C)=[O:18])=[O:13])[CH2:8][CH2:7]1)=[O:5])[CH3:2].[OH:35][C@@H:36]1[CH2:41][CH2:40]C[NH:38][CH2:37]1.CCN(C(C)C)C(C)C.[OH-].[Li+].